This data is from Full USPTO retrosynthesis dataset with 1.9M reactions from patents (1976-2016). The task is: Predict the reactants needed to synthesize the given product. (1) Given the product [CH:1]1([C:6]([C:8]2[CH:13]=[C:12]([O:14][S:15]([C:18]([F:21])([F:19])[F:20])(=[O:17])=[O:16])[CH:11]=[C:10]([OH:22])[CH:9]=2)=[O:7])[CH2:2][CH2:3][CH2:4][CH2:5]1, predict the reactants needed to synthesize it. The reactants are: [CH:1]1([C:6]([C:8]2[CH:9]=[C:10]([O:22]S(C(F)(F)F)(=O)=O)[CH:11]=[C:12]([O:14][S:15]([C:18]([F:21])([F:20])[F:19])(=[O:17])=[O:16])[CH:13]=2)=[O:7])[CH2:5][CH2:4][CH2:3][CH2:2]1.C(=O)([O-])[O-].[Cs+].[Cs+]. (2) Given the product [CH2:15]([C@H:13]1[CH2:12][N:11]([C:17]2[CH:42]=[CH:41][N:40]=[CH:39][C:38]=2[N+:43]([O-:45])=[O:44])[CH2:10][C@@H:9]([NH:8][C:6](=[O:7])[O:5][C:1]([CH3:2])([CH3:3])[CH3:4])[CH2:14]1)[CH3:16], predict the reactants needed to synthesize it. The reactants are: [C:1]([O:5][C:6]([NH:8][C@H:9]1[CH2:14][C:13](=[CH:15][CH3:16])[CH2:12][N:11]([C:17](OCC2C=CC=CC=2)=O)[CH2:10]1)=[O:7])([CH3:4])([CH3:3])[CH3:2].CCN(C(C)C)C(C)C.ClC1[CH:42]=[CH:41][N:40]=[CH:39][C:38]=1[N+:43]([O-:45])=[O:44]. (3) Given the product [N:17]1([S:21]([NH:24][C:25](=[O:35])[C:26]2[CH:31]=[C:30]([Cl:32])[C:29]([O:10][CH2:9][CH:1]3[C:3]4([CH2:8][CH2:7][CH2:6][CH2:5][CH2:4]4)[CH2:2]3)=[CH:28][C:27]=2[F:34])(=[O:23])=[O:22])[CH2:20][CH2:19][CH2:18]1, predict the reactants needed to synthesize it. The reactants are: [CH:1]1([CH2:9][OH:10])[C:3]2([CH2:8][CH2:7][CH2:6][CH2:5][CH2:4]2)[CH2:2]1.CC(C)([O-])C.[K+].[N:17]1([S:21]([NH:24][C:25](=[O:35])[C:26]2[CH:31]=[C:30]([Cl:32])[C:29](F)=[CH:28][C:27]=2[F:34])(=[O:23])=[O:22])[CH2:20][CH2:19][CH2:18]1.Cl. (4) Given the product [OH:9][C:10]([CH:13]1[CH2:18][CH2:17][CH:16]([N:19]2[C:24](=[O:25])[C:23]([CH2:26][C:27]3[CH:32]=[CH:31][C:30]([C:33]4[CH:38]=[CH:37][CH:36]=[CH:35][C:34]=4[C:39]4[NH:3][C:4](=[O:7])[O:5][N:40]=4)=[CH:29][CH:28]=3)=[C:22]([CH2:41][CH2:42][CH3:43])[N:21]3[N:44]=[CH:45][N:46]=[C:20]23)[CH2:15][CH2:14]1)([CH3:12])[CH3:11], predict the reactants needed to synthesize it. The reactants are: [Cl-].O[NH3+:3].[C:4](=[O:7])([O-])[OH:5].[Na+].[OH:9][C:10]([CH:13]1[CH2:18][CH2:17][CH:16]([N:19]2[C:24](=[O:25])[C:23]([CH2:26][C:27]3[CH:32]=[CH:31][C:30]([C:33]4[C:34]([C:39]#[N:40])=[CH:35][CH:36]=[CH:37][CH:38]=4)=[CH:29][CH:28]=3)=[C:22]([CH2:41][CH2:42][CH3:43])[N:21]3[N:44]=[CH:45][N:46]=[C:20]23)[CH2:15][CH2:14]1)([CH3:12])[CH3:11]. (5) Given the product [Cl:1][C:2]1[CH:3]=[CH:4][C:5]([C:8]([CH3:15])([CH2:11][CH3:12])[C:9]#[N:10])=[CH:6][CH:7]=1, predict the reactants needed to synthesize it. The reactants are: [Cl:1][C:2]1[CH:7]=[CH:6][C:5]([CH:8]([CH2:11][CH3:12])[C:9]#[N:10])=[CH:4][CH:3]=1.[H-].[Na+].[CH3:15]I. (6) The reactants are: O1C=CC=[N:2]1.[C:6](O)(=O)[CH3:7].Cl.[NH2:11][CH:12]([C:18](OCC)=O)[C:13]([O:15][CH2:16][CH3:17])=[O:14].C([O-])(=O)C.[Na+]. Given the product [NH2:2][C:18]1[CH:7]=[CH:6][NH:11][C:12]=1[C:13]([O:15][CH2:16][CH3:17])=[O:14], predict the reactants needed to synthesize it.